Dataset: Full USPTO retrosynthesis dataset with 1.9M reactions from patents (1976-2016). Task: Predict the reactants needed to synthesize the given product. The reactants are: Br[C:2]1[CH:3]=[C:4]([S:9]([NH:12][C:13]2[N:14]=[N:15][C:16]([Cl:21])=[CH:17][C:18]=2[O:19][CH3:20])(=[O:11])=[O:10])[CH:5]=[N:6][C:7]=1Cl.C(C1C=C(S(Cl)(=O)=O)[CH:27]=[C:28]([F:30])C=1)#N.BrC1C=C(S(Cl)(=O)=O)C=NC=1Cl. Given the product [Cl:21][C:16]1[N:15]=[N:14][C:13]([NH:12][S:9]([C:4]2[CH:5]=[C:28]([F:30])[CH:27]=[C:2]([C:7]#[N:6])[CH:3]=2)(=[O:11])=[O:10])=[C:18]([O:19][CH3:20])[CH:17]=1, predict the reactants needed to synthesize it.